From a dataset of Full USPTO retrosynthesis dataset with 1.9M reactions from patents (1976-2016). Predict the reactants needed to synthesize the given product. (1) Given the product [F:1][C:2]([F:7])([F:6])[C:3]([OH:5])=[O:4].[F:8][C:9]([F:14])([F:13])[C:10]([OH:12])=[O:11].[C:15]([C:18]1[CH:19]=[CH:20][C:21]([C:22]([N:24]2[CH2:28][C@@H:27]([N:29]3[CH2:34][CH2:33][N:32]([S:35]([CH3:38])(=[O:37])=[O:36])[CH2:31][CH2:30]3)[CH2:26][C@H:25]2[C:39]([NH:41][C:42]2[CH:43]=[CH:44][C:45]([C:46]([O:48][CH2:2][CH3:3])=[O:47])=[CH:49][CH:50]=2)=[O:40])=[O:23])=[CH:51][CH:52]=1)(=[NH:16])[NH2:17], predict the reactants needed to synthesize it. The reactants are: [F:1][C:2]([F:7])([F:6])[C:3]([OH:5])=[O:4].[F:8][C:9]([F:14])([F:13])[C:10]([OH:12])=[O:11].[C:15]([C:18]1[CH:52]=[CH:51][C:21]([C:22]([N:24]2[CH2:28][C@@H:27]([N:29]3[CH2:34][CH2:33][N:32]([S:35]([CH3:38])(=[O:37])=[O:36])[CH2:31][CH2:30]3)[CH2:26][C@H:25]2[C:39]([NH:41][C:42]2[CH:50]=[CH:49][C:45]([C:46]([OH:48])=[O:47])=[CH:44][CH:43]=2)=[O:40])=[O:23])=[CH:20][CH:19]=1)(=[NH:17])[NH2:16]. (2) Given the product [CH3:1][O:2][C:3](=[O:17])[C:4]1[CH:9]=[C:8]([NH2:10])[CH:7]=[CH:6][C:5]=1[NH:13][C:14](=[O:16])[CH3:15], predict the reactants needed to synthesize it. The reactants are: [CH3:1][O:2][C:3](=[O:17])[C:4]1[CH:9]=[C:8]([N+:10]([O-])=O)[CH:7]=[CH:6][C:5]=1[NH:13][C:14](=[O:16])[CH3:15]. (3) The reactants are: [C:1]([O:5][C:6]([N:8]1[CH2:16][C:15]2[C:10](=[CH:11][C:12]([CH3:23])=[C:13]([C:17]3[CH2:18][CH2:19][O:20][CH2:21][CH:22]=3)[CH:14]=2)[CH2:9]1)=[O:7])([CH3:4])([CH3:3])[CH3:2].C([O-])=O.[NH4+]. Given the product [C:1]([O:5][C:6]([N:8]1[CH2:9][C:10]2[C:15](=[CH:14][C:13]([CH:17]3[CH2:22][CH2:21][O:20][CH2:19][CH2:18]3)=[C:12]([CH3:23])[CH:11]=2)[CH2:16]1)=[O:7])([CH3:4])([CH3:2])[CH3:3], predict the reactants needed to synthesize it. (4) Given the product [Cl:12][C:9]1[N:10]=[C:11]2[C:6](=[CH:7][CH:8]=1)[N:5]=[CH:4][C:3]([C:13](=[O:15])[CH3:14])=[C:2]2[NH:26][C:25]1[CH:27]=[CH:28][CH:29]=[C:23]([CH2:22][CH2:21][N:16]2[CH2:17][CH2:18][CH2:19][CH2:20]2)[CH:24]=1, predict the reactants needed to synthesize it. The reactants are: Cl[C:2]1[C:11]2[C:6](=[CH:7][CH:8]=[C:9]([Cl:12])[N:10]=2)[N:5]=[CH:4][C:3]=1[C:13](=[O:15])[CH3:14].[N:16]1([CH2:21][CH2:22][C:23]2[CH:24]=[C:25]([CH:27]=[CH:28][CH:29]=2)[NH2:26])[CH2:20][CH2:19][CH2:18][CH2:17]1. (5) Given the product [NH2:5][CH:6]([C:11]1[CH:12]=[CH:13][C:14]([O:17][CH3:18])=[CH:15][CH:16]=1)[CH2:7][C:8]([O:10][CH2:1][CH2:2][CH3:3])=[O:9], predict the reactants needed to synthesize it. The reactants are: [CH2:1](O)[CH2:2][CH3:3].[NH2:5][CH:6]([C:11]1[CH:16]=[CH:15][C:14]([O:17][CH3:18])=[CH:13][CH:12]=1)[CH2:7][C:8]([OH:10])=[O:9].S(=O)(=O)(O)O.[OH-].[Na+]. (6) Given the product [C:2]([O:5][C:6]([NH:8][C@H:9]([CH2:10][C:11]1[CH:20]=[CH:19][C:18]2[C:13](=[CH:14][CH:15]=[CH:16][CH:17]=2)[CH:12]=1)[C:21]([NH:24][C@H:25]([CH2:38][C:39]1[C:40]([F:49])=[C:41]([F:48])[C:42]([F:47])=[C:43]([F:46])[C:44]=1[F:45])[CH2:26][C:27]([NH:29][O:30][CH2:31][C:32]1[CH:33]=[CH:34][CH:35]=[CH:36][CH:37]=1)=[O:28])=[O:22])=[O:7])([CH3:4])([CH3:1])[CH3:3], predict the reactants needed to synthesize it. The reactants are: [CH3:1][C:2]([O:5][C:6]([NH:8][C@@H:9]([C:21](O)=[O:22])[CH2:10][C:11]1[CH:20]=[CH:19][C:18]2[C:13](=[CH:14][CH:15]=[CH:16][CH:17]=2)[CH:12]=1)=[O:7])([CH3:4])[CH3:3].[NH2:24][C@H:25]([CH2:38][C:39]1[C:44]([F:45])=[C:43]([F:46])[C:42]([F:47])=[C:41]([F:48])[C:40]=1[F:49])[CH2:26][C:27]([NH:29][O:30][CH2:31][C:32]1[CH:37]=[CH:36][CH:35]=[CH:34][CH:33]=1)=[O:28].CCN=C=NCCCN(C)C.Cl.C1C=CC2N(O)N=NC=2C=1.CCN(C(C)C)C(C)C. (7) Given the product [Br:1][C:2]1[CH:7]=[CH:6][C:5]([S:8]([C:17]2[CH:18]=[CH:19][C:14]([F:13])=[CH:15][CH:16]=2)(=[O:10])=[O:9])=[CH:4][C:3]=1[F:12], predict the reactants needed to synthesize it. The reactants are: [Br:1][C:2]1[CH:7]=[CH:6][C:5]([S:8](Cl)(=[O:10])=[O:9])=[CH:4][C:3]=1[F:12].[F:13][C:14]1[CH:19]=[CH:18][CH:17]=[CH:16][CH:15]=1.